From a dataset of TCR-epitope binding with 47,182 pairs between 192 epitopes and 23,139 TCRs. Binary Classification. Given a T-cell receptor sequence (or CDR3 region) and an epitope sequence, predict whether binding occurs between them. (1) Result: 1 (the TCR binds to the epitope). The TCR CDR3 sequence is CASSPQQGAFIYGYTF. The epitope is SEVGPEHSLAEY. (2) The epitope is IPSINVHHY. The TCR CDR3 sequence is CASSHPGHIGQPQHF. Result: 0 (the TCR does not bind to the epitope). (3) The epitope is GLIYNRMGAVTTEV. The TCR CDR3 sequence is CASSKSGPVSPEAFF. Result: 1 (the TCR binds to the epitope). (4) The epitope is FLPRVFSAV. The TCR CDR3 sequence is CARISGVKETQYF. Result: 0 (the TCR does not bind to the epitope). (5) Result: 1 (the TCR binds to the epitope). The TCR CDR3 sequence is CASSFPGTGGNIQYF. The epitope is KLSALGINAV. (6) The epitope is FADDLNQLTGY. The TCR CDR3 sequence is CASSQDREHANTGELFF. Result: 1 (the TCR binds to the epitope). (7) The epitope is AVFDRKSDAK. The TCR CDR3 sequence is CASSHRIGGETQYF. Result: 1 (the TCR binds to the epitope). (8) The epitope is IVTDFSVIK. The TCR CDR3 sequence is CASSLVEGGGEKLFF. Result: 1 (the TCR binds to the epitope). (9) The epitope is YYRRATRRIR. The TCR CDR3 sequence is CASSWGTEANYGYTF. Result: 1 (the TCR binds to the epitope).